From a dataset of Forward reaction prediction with 1.9M reactions from USPTO patents (1976-2016). Predict the product of the given reaction. (1) Given the reactants [CH:1]1([CH2:6][CH:7]([N:11]2[C:16](=[O:17])[CH:15]=[C:14]([O:18][C:19]3[C:28]4[CH2:27][CH2:26][CH2:25][CH2:24][C:23]=4[CH:22]=[CH:21][CH:20]=3)[CH:13]=[N:12]2)[C:8](O)=[O:9])[CH2:5][CH2:4][CH2:3][CH2:2]1.[CH3:29][O:30][C:31](=[O:39])[C:32]1[CH:37]=[CH:36][C:35]([NH2:38])=[N:34][CH:33]=1, predict the reaction product. The product is: [CH3:29][O:30][C:31](=[O:39])[C:32]1[CH:37]=[CH:36][C:35]([NH:38][C:8](=[O:9])[CH:7]([N:11]2[C:16](=[O:17])[CH:15]=[C:14]([O:18][C:19]3[C:24]4[CH2:25][CH2:26][CH2:27][CH2:28][C:23]=4[CH:22]=[CH:21][CH:20]=3)[CH:13]=[N:12]2)[CH2:6][CH:1]2[CH2:2][CH2:3][CH2:4][CH2:5]2)=[N:34][CH:33]=1. (2) Given the reactants OC(C)CC(OCC)=O.[Br:10][CH2:11][CH:12]([OH:19])[CH2:13][C:14]([O:16][CH2:17][CH3:18])=[O:15], predict the reaction product. The product is: [Br:10][CH2:11][C@H:12]([OH:19])[CH2:13][C:14]([O:16][CH2:17][CH3:18])=[O:15]. (3) Given the reactants [CH3:1][C:2]1[S:3][C:4]2[C:9]3[CH2:10][CH2:11][NH:12][CH2:13][CH2:14][C:8]=3[CH:7]=[CH:6][C:5]=2[N:15]=1.[Cl:16][CH2:17][CH2:18][CH2:19][S:20][C:21]1[N:22]([CH3:37])[C:23]([C:26]2[CH:35]=[CH:34][CH:33]=[C:32]3[C:27]=2[CH:28]=[CH:29][C:30]([CH3:36])=[N:31]3)=[N:24][N:25]=1, predict the reaction product. The product is: [ClH:16].[CH3:1][C:2]1[S:3][C:4]2[C:9]3[CH2:10][CH2:11][N:12]([CH2:17][CH2:18][CH2:19][S:20][C:21]4[N:22]([CH3:37])[C:23]([C:26]5[CH:35]=[CH:34][CH:33]=[C:32]6[C:27]=5[CH:28]=[CH:29][C:30]([CH3:36])=[N:31]6)=[N:24][N:25]=4)[CH2:13][CH2:14][C:8]=3[CH:7]=[CH:6][C:5]=2[N:15]=1. (4) Given the reactants Br[C:2]1[CH:10]=[C:9]([C:11]([F:14])([F:13])[F:12])[CH:8]=[C:7]2[C:3]=1[CH:4]=[N:5][NH:6]2.[Cl:15][C:16]1[N:21]=[C:20]([CH3:22])[C:19](B(O)O)=[CH:18][CH:17]=1, predict the reaction product. The product is: [Cl:15][C:16]1[N:21]=[C:20]([CH3:22])[C:19]([C:2]2[CH:10]=[C:9]([C:11]([F:14])([F:13])[F:12])[CH:8]=[C:7]3[C:3]=2[CH:4]=[N:5][NH:6]3)=[CH:18][CH:17]=1. (5) Given the reactants [CH3:13][CH:12]([O:11][C:9](/[N:8]=[N:8]/[C:9]([O:11][CH:12]([CH3:14])[CH3:13])=[O:10])=[O:10])[CH3:14].[CH3:15]OC1C=C(C)C(S(Cl)(=O)=O)=C(C)C=1.Cl.N1[CH2:35][CH2:34][CH2:33][CH2:32][CH:31]1[CH2:36][CH2:37][CH2:38][C:39]([O:41][CH3:42])=[O:40].C1C=CC(P(C2C=CC=CC=2)C2C=CC=CC=2)=CC=1, predict the reaction product. The product is: [C:12]([O:11][C:9]([N:8]1[CH2:35][CH2:34][CH2:33][CH2:32][CH:31]1[CH2:36][CH2:37][CH2:38][C:39]([O:41][CH3:42])=[O:40])=[O:10])([CH3:13])([CH3:14])[CH3:15]. (6) Given the reactants [Cl:1][C:2]1[CH:7]=[C:6]([Cl:8])[CH:5]=[CH:4][C:3]=1[C:9]1[N:10]=[C:11](/[CH:18]=[CH:19]/[C:20]2[CH:25]=[CH:24][C:23]([C:26]3[CH:31]=[CH:30][C:29]([O:32][CH3:33])=[CH:28][CH:27]=3)=[CH:22][CH:21]=2)[N:12]([CH2:14][C:15](O)=[O:16])[CH:13]=1.[CH3:34][CH:35]([NH2:46])[C:36]1[C:45]2[C:40](=[CH:41][CH:42]=[CH:43][CH:44]=2)[CH:39]=[CH:38][CH:37]=1, predict the reaction product. The product is: [Cl:1][C:2]1[CH:7]=[C:6]([Cl:8])[CH:5]=[CH:4][C:3]=1[C:9]1[N:10]=[C:11](/[CH:18]=[CH:19]/[C:20]2[CH:21]=[CH:22][C:23]([C:26]3[CH:27]=[CH:28][C:29]([O:32][CH3:33])=[CH:30][CH:31]=3)=[CH:24][CH:25]=2)[N:12]([CH2:14][C:15]([NH:46][CH:35]([C:36]2[C:45]3[C:40](=[CH:41][CH:42]=[CH:43][CH:44]=3)[CH:39]=[CH:38][CH:37]=2)[CH3:34])=[O:16])[CH:13]=1. (7) Given the reactants Cl.[NH2:2][CH2:3][CH2:4][N:5]([CH3:33])[CH2:6][CH2:7][NH:8][C:9](=[O:32])[CH2:10][C:11]1[C:19]2[C:14](=[CH:15][CH:16]=[C:17]([O:20][CH3:21])[CH:18]=2)[N:13]([C:22](=[O:30])[C:23]2[CH:28]=[CH:27][C:26]([Cl:29])=[CH:25][CH:24]=2)[C:12]=1[CH3:31].CN(C(ON1N=N[C:44]2[CH:45]=[CH:46][CH:47]=N[C:43]1=2)=[N+](C)C)C.F[P-](F)(F)(F)(F)F.[CH3:58][C:59](N(C)C)=[O:60], predict the reaction product. The product is: [Cl:29][C:26]1[CH:27]=[CH:28][C:23]([C:22]([N:13]2[C:14]3[C:19](=[CH:18][C:17]([O:20][CH3:21])=[CH:16][CH:15]=3)[C:11]([CH2:10][C:9]([NH:8][CH2:7][CH2:6][N:5]([CH3:33])[CH2:4][CH2:3][NH:2][C:59](=[O:60])[CH2:58][CH2:43]/[CH:44]=[CH:45]\[CH2:46]/[CH:47]=[CH:43]\[CH2:44]/[CH:45]=[CH:46]\[CH2:47]/[CH:9]=[CH:10]\[CH2:11]/[CH:12]=[CH:31]\[CH2:47]/[CH:46]=[CH:45]\[CH2:44][CH3:43])=[O:32])=[C:12]2[CH3:31])=[O:30])=[CH:24][CH:25]=1. (8) Given the reactants [C:1]1([C:7]2[N:8]=[C:9](O)[S:10][CH:11]=2)[CH:6]=[CH:5][CH:4]=[CH:3][CH:2]=1.P(Cl)(Cl)([Cl:15])=O, predict the reaction product. The product is: [Cl:15][C:9]1[S:10][CH:11]=[C:7]([C:1]2[CH:6]=[CH:5][CH:4]=[CH:3][CH:2]=2)[N:8]=1.